Dataset: Full USPTO retrosynthesis dataset with 1.9M reactions from patents (1976-2016). Task: Predict the reactants needed to synthesize the given product. (1) The reactants are: [Cl:1][C:2]1[CH:3]=[C:4]([CH:9]2[CH:13]([CH:14]([O:16][C:17]3[CH:22]=[CH:21][C:20]([C:23]([F:26])([F:25])[F:24])=[CH:19][N:18]=3)[CH3:15])[CH2:12][N:11]([C:27](Cl)=[O:28])[CH2:10]2)[CH:5]=[CH:6][C:7]=1[Cl:8].CCN(CC)CC.[CH3:37][N:38]1[C:42]([CH2:43][NH2:44])=[CH:41][N:40]=[CH:39]1. Given the product [CH3:37][N:38]1[C:42]([CH2:43][NH:44][C:27]([N:11]2[CH2:12][CH:13]([CH:14]([O:16][C:17]3[CH:22]=[CH:21][C:20]([C:23]([F:26])([F:24])[F:25])=[CH:19][N:18]=3)[CH3:15])[CH:9]([C:4]3[CH:5]=[CH:6][C:7]([Cl:8])=[C:2]([Cl:1])[CH:3]=3)[CH2:10]2)=[O:28])=[CH:41][N:40]=[CH:39]1, predict the reactants needed to synthesize it. (2) Given the product [CH3:1][N:2]([CH3:19])[C:3]1[CH:4]=[C:5]([OH:18])[C:6](=[CH:16][CH:17]=1)[CH:7]=[N:8][C@@H:9]1[CH2:14][CH2:13][CH2:12][CH2:11][C@H:10]1[N:15]=[CH:23][C:22]1[C:21](=[CH:28][C:27]([OH:29])=[CH:26][CH:25]=1)[OH:20], predict the reactants needed to synthesize it. The reactants are: [CH3:1][N:2]([CH3:19])[C:3]1[CH:4]=[C:5]([OH:18])[C:6](=[CH:16][CH:17]=1)[CH:7]=[N:8][C@@H:9]1[CH2:14][CH2:13][CH2:12][CH2:11][C@H:10]1[NH2:15].[OH:20][C:21]1[CH:28]=[C:27]([OH:29])[CH:26]=[CH:25][C:22]=1[CH:23]=O. (3) The reactants are: [Cl:1][C:2]1[CH:3]=[C:4]2[N:11]=[C:10]([O:12][CH:13]3[CH:17]4[O:18][CH2:19][CH:20]([OH:21])[CH:16]4[O:15][CH2:14]3)[N:9]([CH2:22][O:23][CH2:24][CH2:25][Si:26]([CH3:29])([CH3:28])[CH3:27])[C:5]2=[N:6][C:7]=1I.CC1(C)C(C)(C)OB([C:38]2[CH:43]=[CH:42][C:41]([N:44]3[CH2:49][CH2:48][CH:47]([CH2:50][N:51]=[S:52]([CH3:55])([CH3:54])=[O:53])[CH2:46][CH2:45]3)=[CH:40][CH:39]=2)O1.C([O-])([O-])=O.[K+].[K+]. Given the product [Cl:1][C:2]1[CH:3]=[C:4]2[N:11]=[C:10]([O:12][C@@H:13]3[CH2:14][O:15][C@@H:16]4[C@H:20]([OH:21])[CH2:19][O:18][C@H:17]34)[N:9]([CH2:22][O:23][CH2:24][CH2:25][Si:26]([CH3:29])([CH3:28])[CH3:27])[C:5]2=[N:6][C:7]=1[C:38]1[CH:43]=[CH:42][C:41]([N:44]2[CH2:49][CH2:48][CH:47]([CH2:50][N:51]=[S:52]([CH3:55])([CH3:54])=[O:53])[CH2:46][CH2:45]2)=[CH:40][CH:39]=1, predict the reactants needed to synthesize it. (4) Given the product [N:1]1[C:2]([CH2:10][N:11]([CH:12]2[C:21]3[N:20]=[CH:19][CH:18]=[CH:17][C:16]=3[CH2:15][CH2:14][CH2:13]2)[CH:23]2[CH2:28][CH2:27][CH:26]([NH2:29])[CH2:25][CH2:24]2)=[CH:3][N:4]2[CH:9]=[CH:8][CH:7]=[CH:6][C:5]=12, predict the reactants needed to synthesize it. The reactants are: [N:1]1[C:2]([CH2:10][NH:11][CH:12]2[C:21]3[N:20]=[CH:19][CH:18]=[CH:17][C:16]=3[CH2:15][CH2:14][CH2:13]2)=[CH:3][N:4]2[CH:9]=[CH:8][CH:7]=[CH:6][C:5]=12.O=[C:23]1[CH2:28][CH2:27][CH:26]([NH:29]C(=O)OC(C)(C)C)[CH2:25][CH2:24]1.C(O)(=O)C.C(O[BH-](OC(=O)C)OC(=O)C)(=O)C.[Na+].FC(F)(F)C(O)=O. (5) Given the product [Cl:1][C:2]1[CH:7]=[CH:6][C:5]([S:8]([NH:11][C:15]2[C:16]([CH:22]([OH:29])[C:23]3[CH:24]=[CH:25][N:26]=[CH:27][CH:28]=3)=[N:17][CH:18]=[C:19]([Cl:21])[CH:20]=2)(=[O:9])=[O:10])=[CH:4][C:3]=1[C:30]([F:33])([F:31])[F:32], predict the reactants needed to synthesize it. The reactants are: [Cl:1][C:2]1[CH:7]=[CH:6][C:5]([S:8]([N:11]([C:15]2[C:16]([CH:22]([OH:29])[C:23]3[CH:28]=[CH:27][N:26]=[CH:25][CH:24]=3)=[N:17][CH:18]=[C:19]([Cl:21])[CH:20]=2)COC)(=[O:10])=[O:9])=[CH:4][C:3]=1[C:30]([F:33])([F:32])[F:31].